From a dataset of Full USPTO retrosynthesis dataset with 1.9M reactions from patents (1976-2016). Predict the reactants needed to synthesize the given product. (1) Given the product [F:20][C:17]1[CH:18]=[CH:19][C:14]([C:13]2[C:9]3[CH:8]=[CH:7][C:6]([O:5][CH2:4][CH2:3][CH2:2][N:23]([CH3:22])[CH2:24][CH2:25][OH:26])=[CH:21][C:10]=3[S:11][CH:12]=2)=[CH:15][CH:16]=1, predict the reactants needed to synthesize it. The reactants are: Br[CH2:2][CH2:3][CH2:4][O:5][C:6]1[CH:7]=[CH:8][C:9]2[C:13]([C:14]3[CH:19]=[CH:18][C:17]([F:20])=[CH:16][CH:15]=3)=[CH:12][S:11][C:10]=2[CH:21]=1.[CH3:22][NH:23][CH2:24][CH2:25][OH:26]. (2) Given the product [F:1][C:2]1[CH:7]=[C:6]([I:8])[CH:5]=[CH:4][C:3]=1[NH:9][C:10]1[CH:18]=[N:17][CH:16]=[CH:15][C:11]=1[C:12]([NH:27][CH2:26][CH2:25][N:19]1[CH2:24][CH2:23][O:22][CH2:21][CH2:20]1)=[O:14], predict the reactants needed to synthesize it. The reactants are: [F:1][C:2]1[CH:7]=[C:6]([I:8])[CH:5]=[CH:4][C:3]=1[NH:9][C:10]1[CH:18]=[N:17][CH:16]=[CH:15][C:11]=1[C:12]([OH:14])=O.[N:19]1([CH2:25][CH2:26][NH2:27])[CH2:24][CH2:23][O:22][CH2:21][CH2:20]1. (3) Given the product [C:1]([NH:8][C:9]1[N:14]2[C:15]3[N:21]=[CH:20][CH:19]=[C:18]([O:22][CH3:23])[C:16]=3[CH:17]=[C:13]2[CH:12]=[CH:11][N:10]=1)(=[O:3])[CH3:2], predict the reactants needed to synthesize it. The reactants are: [C:1](OC(=O)C)(=[O:3])[CH3:2].[NH2:8][C:9]1[N:14]2[C:15]3[N:21]=[CH:20][CH:19]=[C:18]([O:22][CH3:23])[C:16]=3[CH:17]=[C:13]2[CH:12]=[CH:11][N:10]=1. (4) The reactants are: C(OC(C(F)(F)F)=O)(C(F)(F)F)=O.[N:14]1C=CC=CC=1.[NH2:20][C:21]1[N:26]=[CH:25][C:24]([C:27]2[N:32]=[CH:31][C:30]([C:33]3([C:37]4[N:41]=[C:40]([C:42]5[CH:43]=[N:44][N:45]([CH2:47][C:48]([CH3:53])([CH3:52])[C:49](O)=O)[CH:46]=5)[O:39][N:38]=4)[CH2:36][CH2:35][CH2:34]3)=[CH:29][CH:28]=2)=[CH:23][N:22]=1.O.[OH-].[Li+]. Given the product [NH2:20][C:21]1[N:22]=[CH:23][C:24]([C:27]2[N:32]=[CH:31][C:30]([C:33]3([C:37]4[N:41]=[C:40]([C:42]5[CH:43]=[N:44][N:45]([CH2:47][C:48]([CH3:53])([CH3:52])[C:49]#[N:14])[CH:46]=5)[O:39][N:38]=4)[CH2:36][CH2:35][CH2:34]3)=[CH:29][CH:28]=2)=[CH:25][N:26]=1, predict the reactants needed to synthesize it. (5) Given the product [NH2:1][C:4]1[CH:5]=[C:6]2[C:11](=[O:12])[N:10]([C@@H:13]([CH2:19][CH2:20][C:21]([O:23][CH2:24][CH3:25])=[O:22])[C:14]([O:16][CH2:17][CH3:18])=[O:15])[C:8](=[O:9])[C:7]2=[CH:26][CH:27]=1, predict the reactants needed to synthesize it. The reactants are: [N+:1]([C:4]1[CH:5]=[C:6]2[C:11](=[O:12])[N:10]([C@@H:13]([CH2:19][CH2:20][C:21]([O:23][CH2:24][CH3:25])=[O:22])[C:14]([O:16][CH2:17][CH3:18])=[O:15])[C:8](=[O:9])[C:7]2=[CH:26][CH:27]=1)([O-])=O. (6) Given the product [NH2:8][C@@H:9]1[CH2:13][CH2:12][N:11]([S:14]([C:17]2[C:18]3[C:19]([Cl:28])=[CH:20][N:21]=[C:22]([NH2:36])[C:23]=3[CH:24]=[CH:25][CH:26]=2)(=[O:16])=[O:15])[CH2:10]1.[ClH:27], predict the reactants needed to synthesize it. The reactants are: C(OC([NH:8][C@@H:9]1[CH2:13][CH2:12][N:11]([S:14]([C:17]2[C:18]3[C:19]([Cl:28])=[CH:20][N:21]=[C:22]([Cl:27])[C:23]=3[CH:24]=[CH:25][CH:26]=2)(=[O:16])=[O:15])[CH2:10]1)=O)(C)(C)C.C(OC([NH:36]C1CCN(S(C2C3C(Cl)=CN=C(Cl)C=3C=CC=2)(=O)=O)C1)=O)(C)(C)C. (7) Given the product [O:1]1[C:5]2[CH:6]=[CH:7][C:8]([C:10]3([C:13]([NH:15][C:16]4[CH:17]=[C:18]([C:29]5[CH:30]=[CH:31][C:26]([CH2:25][OH:24])=[CH:27][CH:28]=5)[C:19]([CH3:22])=[CH:20][CH:21]=4)=[O:14])[CH2:12][CH2:11]3)=[CH:9][C:4]=2[O:3][CH2:2]1, predict the reactants needed to synthesize it. The reactants are: [O:1]1[C:5]2[CH:6]=[CH:7][C:8]([C:10]3([C:13]([NH:15][C:16]4[CH:21]=[CH:20][C:19]([CH3:22])=[C:18](Br)[CH:17]=4)=[O:14])[CH2:12][CH2:11]3)=[CH:9][C:4]=2[O:3][CH2:2]1.[OH:24][CH2:25][C:26]1[CH:31]=[CH:30][C:29](B(O)O)=[CH:28][CH:27]=1.C([O-])([O-])=O.[K+].[K+].